This data is from Catalyst prediction with 721,799 reactions and 888 catalyst types from USPTO. The task is: Predict which catalyst facilitates the given reaction. Reactant: [CH2:1]([N:8]1[C:13](=[O:14])[C:12]2[C:15]([CH3:18])=[N:16][S:17][C:11]=2[N:10]=[C:9]1[CH:19]([N:23]([CH2:33][CH2:34][CH:35]=O)[C:24](=[O:32])[C:25]1[CH:30]=[CH:29][C:28]([Br:31])=[CH:27][CH:26]=1)[CH:20]([CH3:22])[CH3:21])[C:2]1[CH:7]=[CH:6][CH:5]=[CH:4][CH:3]=1.[CH3:37][NH:38][CH3:39].C([BH3-])#N.[Na+]. Product: [CH2:1]([N:8]1[C:13](=[O:14])[C:12]2[C:15]([CH3:18])=[N:16][S:17][C:11]=2[N:10]=[C:9]1[CH:19]([N:23]([CH2:33][CH2:34][CH2:35][N:38]([CH3:39])[CH3:37])[C:24](=[O:32])[C:25]1[CH:26]=[CH:27][C:28]([Br:31])=[CH:29][CH:30]=1)[CH:20]([CH3:21])[CH3:22])[C:2]1[CH:3]=[CH:4][CH:5]=[CH:6][CH:7]=1. The catalyst class is: 130.